Predict the reactants needed to synthesize the given product. From a dataset of Full USPTO retrosynthesis dataset with 1.9M reactions from patents (1976-2016). (1) Given the product [Cl:1][C:2]1[CH:3]=[C:4]2[C:8](=[C:9]([C:11]3[N:12]=[CH:13][N:14]=[C:15]([OH:17])[CH:16]=3)[CH:10]=1)[N:7]([CH3:19])[N:6]=[CH:5]2, predict the reactants needed to synthesize it. The reactants are: [Cl:1][C:2]1[CH:3]=[C:4]2[C:8](=[C:9]([C:11]3[CH:16]=[C:15]([O:17]C)[N:14]=[CH:13][N:12]=3)[CH:10]=1)[N:7]([CH3:19])[N:6]=[CH:5]2.Br. (2) Given the product [NH2:1][C:2]1[N:3]([CH3:24])[C:4](=[O:23])[C:5]2([C:15]3[C:10](=[CH:11][CH:12]=[C:13]([C:30]4[CH:31]=[CH:32][C:27]([CH2:26][OH:25])=[CH:28][CH:29]=4)[CH:14]=3)[O:9][CH:8]([C:17]3[CH:22]=[CH:21][CH:20]=[CH:19][CH:18]=3)[CH2:7]2)[N:6]=1, predict the reactants needed to synthesize it. The reactants are: [NH2:1][C:2]1[N:3]([CH3:24])[C:4](=[O:23])[C:5]2([C:15]3[C:10](=[CH:11][CH:12]=[C:13](Br)[CH:14]=3)[O:9][CH:8]([C:17]3[CH:22]=[CH:21][CH:20]=[CH:19][CH:18]=3)[CH2:7]2)[N:6]=1.[OH:25][CH2:26][C:27]1[CH:32]=[CH:31][C:30](B(O)O)=[CH:29][CH:28]=1. (3) The reactants are: Br[C:2]1[S:3][C:4](Br)=[CH:5][C:6]=1[CH2:7][CH2:8][CH2:9][CH2:10][CH2:11][C:12]([O:14][N:15]1[C:19](=[O:20])[CH2:18][CH2:17][C:16]1=[O:21])=[O:13].C([Sn](CCCC)(CCCC)[C:28]1[S:29][CH:30]=[C:31]2[O:36][CH2:35][CH2:34][O:33][C:32]=12)CCC. Given the product [CH2:34]1[CH2:35][O:36][C:31]2[C:32](=[C:28]([C:2]3[S:3][C:4]([C:30]4[S:29][CH:28]=[C:32]5[O:33][CH2:34][CH2:35][O:36][C:31]=45)=[CH:5][C:6]=3[CH2:7][CH2:8][CH2:9][CH2:10][CH2:11][C:12]([O:14][N:15]3[C:19](=[O:20])[CH2:18][CH2:17][C:16]3=[O:21])=[O:13])[S:29][CH:30]=2)[O:33]1, predict the reactants needed to synthesize it. (4) The reactants are: [Si]([O:18][CH:19]1[CH2:22][N:21]([C:23]2[S:24][CH:25]=[C:26]([C:28]#[N:29])[N:27]=2)[CH2:20]1)(C(C)(C)C)(C1C=CC=CC=1)C1C=CC=CC=1.[F-].C([N+](CCCC)(CCCC)CCCC)CCC. Given the product [C:28]([C:26]1[N:27]=[C:23]([N:21]2[CH2:22][CH:19]([OH:18])[CH2:20]2)[S:24][CH:25]=1)#[N:29], predict the reactants needed to synthesize it. (5) Given the product [C:1]1([C:36]2[CH:37]=[CH:38][CH:39]=[CH:40][CH:41]=2)[CH:2]=[CH:3][C:4]([C@@:7]2([O:34][CH3:35])[CH2:11][N:10]([C:12](=[O:29])[C@@H:13]([NH:21][C:22]([O:24][C:25]([CH3:26])([CH3:27])[CH3:28])=[O:23])[CH2:14][CH2:15][CH2:16][CH2:17][CH2:18][CH:19]=[CH2:20])[C@H:9]([C:30]([OH:32])=[O:31])[CH2:8]2)=[CH:5][CH:6]=1, predict the reactants needed to synthesize it. The reactants are: [C:1]1([C:36]2[CH:41]=[CH:40][CH:39]=[CH:38][CH:37]=2)[CH:6]=[CH:5][C:4]([C@@:7]2([O:34][CH3:35])[CH2:11][N:10]([C:12](=[O:29])[C@@H:13]([NH:21][C:22]([O:24][C:25]([CH3:28])([CH3:27])[CH3:26])=[O:23])[CH2:14][CH2:15][CH2:16][CH2:17][CH2:18][CH:19]=[CH2:20])[C@H:9]([C:30]([O:32]C)=[O:31])[CH2:8]2)=[CH:3][CH:2]=1.O.[OH-].[Li+]. (6) Given the product [CH:23]1([C:26]2[N:27]=[CH:28][C:29]3[CH2:35][N:17]([C:15]4[C:16]5=[C:8]([C:3]6[CH:4]=[CH:5][CH:6]=[CH:7][C:2]=6[F:1])[N:9]=[C:10]([CH3:22])[N:11]5[N:12]=[CH:13][N:14]=4)[CH2:21][CH2:32][C:30]=3[N:31]=2)[CH2:25][CH2:24]1, predict the reactants needed to synthesize it. The reactants are: [F:1][C:2]1[CH:7]=[CH:6][CH:5]=[CH:4][C:3]=1[C:8]1[N:9]=[C:10]([CH3:22])[N:11]2[C:16]=1[C:15]([N:17]1[CH:21]=NC=N1)=[N:14][CH:13]=[N:12]2.[CH:23]1([C:26]2[N:27]=[CH:28][C:29]3[CH2:35]NC[CH2:32][C:30]=3[N:31]=2)[CH2:25][CH2:24]1.C(=O)([O-])[O-].[Cs+].[Cs+]. (7) Given the product [CH3:50][C:34]1[O:33][C:32]([C:26]2[CH:27]=[CH:28][CH:29]=[CH:30][CH:31]=2)=[N:36][C:35]=1[CH2:37][CH2:38][O:39][C:21]1[CH:22]=[CH:23][C:18]([CH2:17][C:5]([O:10][C:11]2[CH:16]=[CH:15][CH:14]=[CH:13][CH:12]=2)([CH2:6][CH2:7][CH2:8][CH3:9])[C:4]([OH:25])=[O:3])=[CH:19][CH:20]=1, predict the reactants needed to synthesize it. The reactants are: C([O:3][C:4](=[O:25])[C:5]([CH2:17][C:18]1[CH:23]=[CH:22][C:21](O)=[CH:20][CH:19]=1)([O:10][C:11]1[CH:16]=[CH:15][CH:14]=[CH:13][CH:12]=1)[CH2:6][CH2:7][CH2:8][CH3:9])C.[C:26]1([C:32]2[O:33][C:34]([CH3:50])=[C:35]([CH2:37][CH2:38][O:39]S(C3C=CC(C)=CC=3)(=O)=O)[N:36]=2)[CH:31]=[CH:30][CH:29]=[CH:28][CH:27]=1.